Dataset: Forward reaction prediction with 1.9M reactions from USPTO patents (1976-2016). Task: Predict the product of the given reaction. (1) Given the reactants [Cl:1][C:2]1[N:7]=[C:6]([C:8]#[C:9][C:10]([CH3:13])([CH3:12])[CH3:11])[C:5]([NH2:14])=[CH:4][CH:3]=1.N1C=CC=CC=1.[C:21](Cl)(=[O:25])[CH2:22][CH2:23][CH3:24].O, predict the reaction product. The product is: [Cl:1][C:2]1[N:7]=[C:6]([C:8]#[C:9][C:10]([CH3:11])([CH3:13])[CH3:12])[C:5]([NH:14][C:21](=[O:25])[CH2:22][CH2:23][CH3:24])=[CH:4][CH:3]=1. (2) Given the reactants Cl[CH2:2][C:3]([C:5]1[CH:14]=[CH:13][C:8]2[NH:9][C:10](=[O:12])[O:11][C:7]=2[CH:6]=1)=[O:4].[NH2:15][N:16]1[C:20]([C:21]2[CH:26]=[CH:25][C:24]([O:27][CH3:28])=[CH:23][C:22]=2[O:29][CH3:30])=[N:19][N:18]=[C:17]1[SH:31], predict the reaction product. The product is: [CH3:30][O:29][C:22]1[CH:23]=[C:24]([O:27][CH3:28])[CH:25]=[CH:26][C:21]=1[C:20]1[N:16]([NH2:15])[C:17]([S:31][CH2:2][C:3]([C:5]2[CH:14]=[CH:13][C:8]3[NH:9][C:10](=[O:12])[O:11][C:7]=3[CH:6]=2)=[O:4])=[N:18][N:19]=1. (3) Given the reactants [Br:1][C:2]1[C:11]([C:12]2[CH:17]=[CH:16][C:15]([F:18])=[CH:14][CH:13]=2)=[CH:10][C:9]([O:19]C)=[C:8]2[C:3]=1[C:4](=[O:29])[N:5](COCC[Si](C)(C)C)[CH:6]=[N:7]2.B(Br)(Br)Br, predict the reaction product. The product is: [Br:1][C:2]1[C:11]([C:12]2[CH:13]=[CH:14][C:15]([F:18])=[CH:16][CH:17]=2)=[CH:10][C:9]([OH:19])=[C:8]2[C:3]=1[C:4](=[O:29])[NH:5][CH:6]=[N:7]2. (4) Given the reactants [Cl:1][C:2]1[CH:7]=[CH:6][CH:5]=[CH:4][C:3]=1[C:8]1[C:16]2[O:15][CH:14]([CH2:17][OH:18])[CH2:13][C:12]=2[CH:11]=[CH:10][C:9]=1[F:19].[C:20]1([CH3:30])[CH:25]=[CH:24][C:23]([S:26](Cl)(=[O:28])=[O:27])=[CH:22][CH:21]=1, predict the reaction product. The product is: [CH3:30][C:20]1[CH:25]=[CH:24][C:23]([S:26]([O:18][CH2:17][CH:14]2[CH2:13][C:12]3[CH:11]=[CH:10][C:9]([F:19])=[C:8]([C:3]4[CH:4]=[CH:5][CH:6]=[CH:7][C:2]=4[Cl:1])[C:16]=3[O:15]2)(=[O:28])=[O:27])=[CH:22][CH:21]=1.